This data is from Full USPTO retrosynthesis dataset with 1.9M reactions from patents (1976-2016). The task is: Predict the reactants needed to synthesize the given product. (1) Given the product [C:1]([C:3]1[CH:4]=[CH:5][C:6]([CH2:9][C:10]([O:12][CH2:13][CH3:14])=[O:11])=[CH:7][CH:8]=1)#[N:2], predict the reactants needed to synthesize it. The reactants are: [C:1]([C:3]1[CH:8]=[CH:7][C:6]([CH2:9][C:10]([OH:12])=[O:11])=[CH:5][CH:4]=1)#[N:2].[CH2:13](O)[CH3:14]. (2) Given the product [Cl:19][C:20]1[CH:21]=[N:22][CH:23]=[C:24]([Cl:26])[C:25]=1[CH:29]=[O:30], predict the reactants needed to synthesize it. The reactants are: C(NC(C)C)(C)C.C([Li])CCC.CCCCCC.[Cl:19][C:20]1[CH:21]=[N:22][CH:23]=[C:24]([Cl:26])[CH:25]=1.CN(C)[CH:29]=[O:30].Cl. (3) Given the product [C:1]1([C@H:7]([NH:10][C:11]([C:13]2[CH:14]=[C:15]([Br:22])[N:16]3[CH2:21][CH2:20][O:19][CH2:18][C:17]=23)=[O:12])[CH2:8][CH3:9])[CH:6]=[CH:5][CH:4]=[CH:3][CH:2]=1, predict the reactants needed to synthesize it. The reactants are: [C:1]1([C@H:7]([NH:10][C:11]([C:13]2[CH:14]=[CH:15][N:16]3[CH2:21][CH2:20][O:19][CH2:18][C:17]=23)=[O:12])[CH2:8][CH3:9])[CH:6]=[CH:5][CH:4]=[CH:3][CH:2]=1.[Br:22]N1C(=O)CCC1=O.[OH-].[Na+].O. (4) Given the product [CH2:3]([N:10]([CH2:11][C:12]([O:14][CH3:23])([CH3:15])[CH3:13])[C:16]1[CH:17]=[CH:18][CH:19]=[CH:20][CH:21]=1)[C:4]1[CH:5]=[CH:6][CH:7]=[CH:8][CH:9]=1, predict the reactants needed to synthesize it. The reactants are: [H-].[Na+].[CH2:3]([N:10]([C:16]1[CH:21]=[CH:20][CH:19]=[CH:18][CH:17]=1)[CH2:11][C:12]([CH3:15])([OH:14])[CH3:13])[C:4]1[CH:9]=[CH:8][CH:7]=[CH:6][CH:5]=1.I[CH3:23].O.